Dataset: Peptide-MHC class I binding affinity with 185,985 pairs from IEDB/IMGT. Task: Regression. Given a peptide amino acid sequence and an MHC pseudo amino acid sequence, predict their binding affinity value. This is MHC class I binding data. (1) The peptide sequence is LLIQGLKTV. The MHC is HLA-A25:01 with pseudo-sequence HLA-A25:01. The binding affinity (normalized) is 0.0847. (2) The peptide sequence is TQIQTRRSF. The MHC is HLA-A03:01 with pseudo-sequence HLA-A03:01. The binding affinity (normalized) is 0.0847.